This data is from Forward reaction prediction with 1.9M reactions from USPTO patents (1976-2016). The task is: Predict the product of the given reaction. (1) Given the reactants [NH2:1][C:2]1[C:7]([C:8]([OH:10])=[O:9])=[CH:6][C:5]([Br:11])=[CH:4][N:3]=1.[CH3:12]CN(CC)CC.COS(OC)(=O)=O, predict the reaction product. The product is: [NH2:1][C:2]1[C:7]([C:8]([O:10][CH3:12])=[O:9])=[CH:6][C:5]([Br:11])=[CH:4][N:3]=1. (2) The product is: [Cl:26][C:25]1[C:20]([CH:18]2[CH2:19][CH:17]2[NH:7][C:8](=[O:16])[C:9]2[CH:14]=[CH:13][CH:12]=[CH:11][C:10]=2[I:15])=[N:21][CH:22]=[C:23]([Cl:27])[CH:24]=1. Given the reactants C(OC(=O)[N:7]([CH:17]1[CH2:19][CH:18]1[C:20]1[C:25]([Cl:26])=[CH:24][C:23]([Cl:27])=[CH:22][N:21]=1)[C:8](=[O:16])[C:9]1[CH:14]=[CH:13][CH:12]=[CH:11][C:10]=1[I:15])(C)(C)C.FC(F)(F)C(O)=O, predict the reaction product.